Dataset: Full USPTO retrosynthesis dataset with 1.9M reactions from patents (1976-2016). Task: Predict the reactants needed to synthesize the given product. (1) Given the product [Cl:24][C:22]1[CH:21]=[CH:20][C:19]([O:25][CH2:26][CH2:27][CH:28]([CH3:30])[CH3:29])=[C:18]([C:13]2[C:12]([C:8]3[CH:9]=[CH:10][CH:11]=[C:6]([C:4]([OH:5])=[O:3])[CH:7]=3)=[CH:17][CH:16]=[CH:15][CH:14]=2)[CH:23]=1, predict the reactants needed to synthesize it. The reactants are: C([O:3][C:4]([C:6]1[CH:7]=[C:8]([C:12]2[C:13]([C:18]3[CH:23]=[C:22]([Cl:24])[CH:21]=[CH:20][C:19]=3[O:25][CH2:26][CH2:27][CH:28]([CH3:30])[CH3:29])=[CH:14][CH:15]=[CH:16][CH:17]=2)[CH:9]=[CH:10][CH:11]=1)=[O:5])C.[OH-].[Na+].Cl. (2) Given the product [C:24]([O:23][C:21](=[O:22])[NH:20][CH2:19][CH2:18][CH2:17][C@H:16]([NH:28][C:29]([O:31][C:32]([CH3:35])([CH3:34])[CH3:33])=[O:30])[CH2:15][NH:14][C:12](=[O:13])[C@@H:11]([NH2:10])[CH2:36][OH:37])([CH3:27])([CH3:26])[CH3:25], predict the reactants needed to synthesize it. The reactants are: C(OC(=O)[NH:10][C@@H:11]([CH2:36][O:37]CC1C=CC=CC=1)[C:12]([NH:14][CH2:15][C@@H:16]([NH:28][C:29]([O:31][C:32]([CH3:35])([CH3:34])[CH3:33])=[O:30])[CH2:17][CH2:18][CH2:19][NH:20][C:21]([O:23][C:24]([CH3:27])([CH3:26])[CH3:25])=[O:22])=[O:13])C1C=CC=CC=1. (3) Given the product [F:26][C:10]([F:25])([F:9])[C:11]1[CH:12]=[C:13]([C:17]2[CH:22]=[CH:21][N:20]=[C:19]([C:23](=[N:7][OH:8])[NH2:24])[CH:18]=2)[CH:14]=[CH:15][CH:16]=1, predict the reactants needed to synthesize it. The reactants are: C(=O)([O-])O.[Na+].Cl.[NH2:7][OH:8].[F:9][C:10]([F:26])([F:25])[C:11]1[CH:12]=[C:13]([C:17]2[CH:22]=[CH:21][N:20]=[C:19]([C:23]#[N:24])[CH:18]=2)[CH:14]=[CH:15][CH:16]=1. (4) Given the product [CH:24]1([NH:23][C:22](=[O:27])[CH:20]([C:17]2[CH:18]=[CH:19][C:14]([CH:11]3[CH2:10][CH2:9][NH:8][CH2:13][CH2:12]3)=[CH:15][CH:16]=2)[CH3:21])[CH2:25][CH2:26]1, predict the reactants needed to synthesize it. The reactants are: C(OC([N:8]1[CH2:13][CH2:12][CH:11]([C:14]2[CH:19]=[CH:18][C:17]([CH:20]([C:22](=[O:27])[NH:23][CH:24]3[CH2:26][CH2:25]3)[CH3:21])=[CH:16][CH:15]=2)[CH2:10][CH2:9]1)=O)(C)(C)C.Cl. (5) Given the product [F:27][CH:2]([F:1])[O:3][C:4]1[CH:5]=[C:6]([S:46]([CH2:28][CH3:29])(=[O:48])=[O:45])[C:7]([C:10]2[N:22]([CH3:23])[C:13]3[CH:14]=[N:15][C:16]([C:18]([F:21])([F:20])[F:19])=[CH:17][C:12]=3[N:11]=2)=[N:8][CH:9]=1, predict the reactants needed to synthesize it. The reactants are: [F:1][CH:2]([F:27])[O:3][C:4]1[CH:5]=[C:6](SCC)[C:7]([C:10]2[N:22]([CH3:23])[C:13]3[CH:14]=[N:15][C:16]([C:18]([F:21])([F:20])[F:19])=[CH:17][C:12]=3[N:11]=2)=[N:8][CH:9]=1.[CH:28]1C=C(Cl)C=C(C(OO)=O)[CH:29]=1.C([O-])([O-])=O.[Na+].[Na+].[O-:45][S:46]([O-:48])=O.[Na+].[Na+].